From a dataset of Catalyst prediction with 721,799 reactions and 888 catalyst types from USPTO. Predict which catalyst facilitates the given reaction. (1) Reactant: [Cl:1][C:2]1[CH:7]=[CH:6][C:5]([OH:8])=[CH:4][C:3]=1[N+:9]([O-])=O.C(O)(=O)C. Product: [NH2:9][C:3]1[CH:4]=[C:5]([OH:8])[CH:6]=[CH:7][C:2]=1[Cl:1]. The catalyst class is: 693. (2) Reactant: [N:1]1[CH:6]=[CH:5][CH:4]=[C:3]([CH:7]2[CH2:11][CH2:10][N:9]([C:12]([C:14]3([C:17]4[CH:22]=[CH:21][C:20]([OH:23])=[CH:19][CH:18]=4)[CH2:16][CH2:15]3)=[O:13])[CH2:8]2)[CH:2]=1.[CH:24]1(O)[CH2:28][CH2:27][CH2:26][CH2:25]1.C1(P(C2C=CC=CC=2)C2C=CC=CC=2)C=CC=CC=1. Product: [CH:24]1([O:23][C:20]2[CH:19]=[CH:18][C:17]([C:14]3([C:12]([N:9]4[CH2:10][CH2:11][CH:7]([C:3]5[CH:2]=[N:1][CH:6]=[CH:5][CH:4]=5)[CH2:8]4)=[O:13])[CH2:16][CH2:15]3)=[CH:22][CH:21]=2)[CH2:28][CH2:27][CH2:26][CH2:25]1. The catalyst class is: 7. (3) Reactant: [CH2:1]([NH:3][C:4]([NH:6][C:7]1[CH:8]=[C:9]([C:24]2[S:28][C:27]([CH:29]3[CH2:34][CH2:33][CH:32]([C:35]([O:37]CC)=[O:36])[CH2:31][CH2:30]3)=[N:26][CH:25]=2)[CH:10]=[C:11]([NH:13][C:14]2[N:19]=[C:18]([C:20]([F:23])([F:22])[F:21])[CH:17]=[CH:16][N:15]=2)[CH:12]=1)=[O:5])[CH3:2].[Li+].[OH-].Cl. Product: [CH2:1]([NH:3][C:4]([NH:6][C:7]1[CH:8]=[C:9]([C:24]2[S:28][C:27]([CH:29]3[CH2:34][CH2:33][CH:32]([C:35]([OH:37])=[O:36])[CH2:31][CH2:30]3)=[N:26][CH:25]=2)[CH:10]=[C:11]([NH:13][C:14]2[N:19]=[C:18]([C:20]([F:23])([F:22])[F:21])[CH:17]=[CH:16][N:15]=2)[CH:12]=1)=[O:5])[CH3:2]. The catalyst class is: 83. (4) Reactant: [C:1](=[O:22])(OC1C=CC([N+]([O-])=O)=CC=1)[O:2][CH2:3][C:4]1[CH:9]=[C:8]([CH3:10])[N:7]=[C:6]([CH3:11])[CH:5]=1.CCN(C(C)C)C(C)C.Cl.[CH3:33][O:34][C:35](=[O:40])[C:36]([NH2:39])([CH3:38])[CH3:37]. Product: [CH3:33][O:34][C:35]([C:36]([NH:39][C:1](=[O:22])[O:2][CH2:3][C:4]1[CH:5]=[C:6]([CH3:11])[N:7]=[C:8]([CH3:10])[CH:9]=1)([CH3:38])[CH3:37])=[O:40]. The catalyst class is: 241. (5) Product: [Br:8][C:5]1[N:6]=[CH:7][C:2]2[N:3]([CH:15]=[C:14]([C:13]3[CH:18]=[CH:19][C:10]([Cl:9])=[CH:11][CH:12]=3)[N:1]=2)[CH:4]=1. The catalyst class is: 8. Reactant: [NH2:1][C:2]1[CH:7]=[N:6][C:5]([Br:8])=[CH:4][N:3]=1.[Cl:9][C:10]1[CH:19]=[CH:18][C:13]([C:14](=O)[CH2:15]Br)=[CH:12][CH:11]=1.[OH-].[Na+]. (6) Product: [Cl:1][C:2]1[CH:3]=[CH:4][C:5]([O:17][CH3:18])=[C:6]([CH:16]=1)[C:7](/[N:9]=[C:10]1\[S:11][C:12]([CH3:15])=[CH:13][N:14]\1[CH2:22][C:23]1[O:24][CH:25]=[CH:26][CH:27]=1)=[O:8]. Reactant: [Cl:1][C:2]1[CH:3]=[CH:4][C:5]([O:17][CH3:18])=[C:6]([CH:16]=1)[C:7]([NH:9][C:10]1[S:11][C:12]([CH3:15])=[CH:13][N:14]=1)=[O:8].[H-].[Na+].Cl[CH2:22][C:23]1[O:24][CH:25]=[CH:26][CH:27]=1. The catalyst class is: 3. (7) Reactant: [CH3:1][O:2][C:3](=[O:12])[C:4]1[CH:9]=[C:8]([NH2:10])[C:7]([NH2:11])=[N:6][CH:5]=1.C1(C)C=C(C)C=C(C)C=1S(O[NH2:25])(=O)=O.[S:27]1[CH:31]=[CH:30][CH:29]=[C:28]1[CH:32]=O.[OH-].[K+]. Product: [CH3:1][O:2][C:3]([C:4]1[CH:9]=[C:8]([NH2:10])[C:7]2[N:6]([N:25]=[C:32]([C:28]3[S:27][CH:31]=[CH:30][CH:29]=3)[N:11]=2)[CH:5]=1)=[O:12]. The catalyst class is: 169.